Dataset: Catalyst prediction with 721,799 reactions and 888 catalyst types from USPTO. Task: Predict which catalyst facilitates the given reaction. (1) Reactant: [C:1]([O:5][C:6]([NH:8][C@@H:9]([C@H:13]([OH:15])[CH3:14])[C:10]([OH:12])=[O:11])=[O:7])([CH3:4])([CH3:3])[CH3:2].CO[C:18](OC)([CH3:20])[CH3:19].CC1C=CC(S([O-])(=O)=O)=CC=1.C1C=C[NH+]=CC=1. Product: [C:1]([O:5][C:6]([N:8]1[C@H:9]([C:10]([OH:12])=[O:11])[C@@H:13]([CH3:14])[O:15][C:18]1([CH3:20])[CH3:19])=[O:7])([CH3:4])([CH3:3])[CH3:2]. The catalyst class is: 249. (2) Reactant: [ClH:1].[CH3:2][N:3]([CH3:24])[C:4]1[N:5]=[CH:6][C:7]([S:10]([C:13]2[CH:23]=[CH:22][C:16]([CH2:17][NH:18]C(=O)C)=[CH:15][CH:14]=2)(=[O:12])=[O:11])=[N:8][CH:9]=1. Product: [ClH:1].[NH2:18][CH2:17][C:16]1[CH:22]=[CH:23][C:13]([S:10]([C:7]2[N:8]=[CH:9][C:4]([N:3]([CH3:24])[CH3:2])=[N:5][CH:6]=2)(=[O:11])=[O:12])=[CH:14][CH:15]=1. The catalyst class is: 41. (3) Reactant: [CH3:1][C@@:2]12[C:8]([CH3:10])([CH3:9])[C@@H:5]([CH2:6][CH2:7]1)[CH:4]([C:11](Cl)=[O:12])[C:3]2=O.[F:15][C:16]1[CH:21]=[C:20]([F:22])[CH:19]=[CH:18][C:17]=1[NH:23][N:24]=CC.N1C=CC=CC=1.Cl.O1CCOCC1. Product: [F:15][C:16]1[CH:21]=[C:20]([F:22])[CH:19]=[CH:18][C:17]=1[N:23]1[C:11](=[O:12])[C:4]2[C@H:5]3[C:8]([CH3:10])([CH3:9])[C@:2]([CH3:1])([CH2:7][CH2:6]3)[C:3]=2[NH:24]1. The catalyst class is: 478. (4) Reactant: [Cl:1][C:2]1[CH:3]=[C:4]([CH:10]=[CH:11][C:12]=1[NH:13][CH:14]([CH3:21])[CH2:15][O:16][CH2:17][C:18](O)=[O:19])[C:5]([O:7][CH2:8][CH3:9])=[O:6].S(Cl)(Cl)=O.CN(C=O)C. The catalyst class is: 4. Product: [Cl:1][C:2]1[CH:3]=[C:4]([CH:10]=[CH:11][C:12]=1[N:13]1[CH:14]([CH3:21])[CH2:15][O:16][CH2:17][C:18]1=[O:19])[C:5]([O:7][CH2:8][CH3:9])=[O:6]. (5) Reactant: CN(C(ON1N=NC2C=CC=NC1=2)=[N+](C)C)C.F[P-](F)(F)(F)(F)F.[NH2:25][C:26]1[C:27]([C:36]([OH:38])=O)=[CH:28][C:29]2[C:34]([CH:35]=1)=[CH:33][CH:32]=[CH:31][CH:30]=2.[CH:39]1([NH:44][CH2:45][C:46]([O:48][CH2:49][C:50]2[CH:55]=[CH:54][CH:53]=[CH:52][CH:51]=2)=[O:47])[CH2:43][CH2:42][CH2:41][CH2:40]1.C(N(C(C)C)CC)(C)C. Product: [NH2:25][C:26]1[C:27]([C:36]([N:44]([CH:39]2[CH2:43][CH2:42][CH2:41][CH2:40]2)[CH2:45][C:46]([O:48][CH2:49][C:50]2[CH:55]=[CH:54][CH:53]=[CH:52][CH:51]=2)=[O:47])=[O:38])=[CH:28][C:29]2[C:34]([CH:35]=1)=[CH:33][CH:32]=[CH:31][CH:30]=2. The catalyst class is: 3.